Dataset: Full USPTO retrosynthesis dataset with 1.9M reactions from patents (1976-2016). Task: Predict the reactants needed to synthesize the given product. (1) Given the product [CH3:26][N:24]([CH3:25])[S:23]([C:17]1[CH:16]=[C:15]2[C:20]([CH2:21][CH2:22][N:13]([C:11]3[CH:10]=[CH:9][N:8]=[C:7]([C@H:5]([OH:4])[CH3:6])[N:12]=3)[CH2:14]2)=[CH:19][CH:18]=1)(=[O:28])=[O:27], predict the reactants needed to synthesize it. The reactants are: C([O:4][C@@H:5]([C:7]1[N:12]=[C:11]([N:13]2[CH2:22][CH2:21][C:20]3[C:15](=[CH:16][C:17]([S:23](=[O:28])(=[O:27])[N:24]([CH3:26])[CH3:25])=[CH:18][CH:19]=3)[CH2:14]2)[CH:10]=[CH:9][N:8]=1)[CH3:6])(=O)C.O.[OH-].[Li+]. (2) Given the product [CH3:14][N:7]1[C:6]([C:4]([OH:5])=[O:3])=[CH:10][C:9]([CH2:11][CH2:12][CH3:13])=[N:8]1, predict the reactants needed to synthesize it. The reactants are: C([O:3][C:4]([C:6]1[N:7]([CH3:14])[N:8]=[C:9]([CH2:11][CH2:12][CH3:13])[CH:10]=1)=[O:5])C.[OH-].[Na+].Cl.